Regression. Given a peptide amino acid sequence and an MHC pseudo amino acid sequence, predict their binding affinity value. This is MHC class I binding data. From a dataset of Peptide-MHC class I binding affinity with 185,985 pairs from IEDB/IMGT. (1) The peptide sequence is RRAARAEYL. The MHC is HLA-B44:03 with pseudo-sequence HLA-B44:03. The binding affinity (normalized) is 0.0200. (2) The peptide sequence is GLLGSPVRA. The MHC is HLA-A02:01 with pseudo-sequence HLA-A02:01. The binding affinity (normalized) is 0.514. (3) The peptide sequence is VVYKEAKIK. The MHC is HLA-B35:01 with pseudo-sequence HLA-B35:01. The binding affinity (normalized) is 0.0847. (4) The binding affinity (normalized) is 0. The peptide sequence is TYSAGIVQI. The MHC is HLA-A02:06 with pseudo-sequence HLA-A02:06.